From a dataset of Forward reaction prediction with 1.9M reactions from USPTO patents (1976-2016). Predict the product of the given reaction. (1) The product is: [CH2:17]([NH:19][C:20](=[O:34])[NH:21][C:22]1[S:26][C:25]2[CH:27]=[CH:28][CH:29]=[CH:30][C:24]=2[C:23]=1[C:31]([N:9]1[CH2:8][CH2:7][C:6]2([N:5]=[C:4]([CH2:12][NH:13][C:14](=[O:16])[CH3:15])[NH:3][C:2]2=[O:1])[CH2:11][CH2:10]1)=[O:32])[CH3:18]. Given the reactants [O:1]=[C:2]1[C:6]2([CH2:11][CH2:10][NH:9][CH2:8][CH2:7]2)[N:5]=[C:4]([CH2:12][NH:13][C:14](=[O:16])[CH3:15])[NH:3]1.[CH2:17]([NH:19][C:20](=[O:34])[NH:21][C:22]1[S:26][C:25]2[CH:27]=[CH:28][CH:29]=[CH:30][C:24]=2[C:23]=1[C:31](O)=[O:32])[CH3:18].C(Cl)CCl.C1C=CC2N(O)N=NC=2C=1.C(N(CC)CC)C, predict the reaction product. (2) Given the reactants F[C:2]1[CH:11]=[C:10]2[C:5]([C:6](=[O:13])[N:7]([CH3:12])[CH:8]=[N:9]2)=[CH:4][CH:3]=1.[NH2:14][NH2:15], predict the reaction product. The product is: [NH:14]([C:2]1[CH:11]=[C:10]2[C:5]([C:6](=[O:13])[N:7]([CH3:12])[CH:8]=[N:9]2)=[CH:4][CH:3]=1)[NH2:15]. (3) Given the reactants [CH2:1]([O:3][C:4](=[O:20])[C:5]([O:8][C:9]1[C:18]2[C:13](=[CH:14][CH:15]=[CH:16][CH:17]=2)[CH:12]=[C:11]([OH:19])[CH:10]=1)([CH3:7])[CH3:6])[CH3:2].[CH3:21][C:22]1[C:27]([CH2:28][CH2:29]O)=[CH:26][CH:25]=[C:24]([C:31]2[CH:36]=[CH:35][C:34]([C:37]([F:40])([F:39])[F:38])=[CH:33][CH:32]=2)[N:23]=1, predict the reaction product. The product is: [CH2:1]([O:3][C:4](=[O:20])[C:5]([CH3:7])([O:8][C:9]1[C:18]2[C:13](=[CH:14][CH:15]=[CH:16][CH:17]=2)[CH:12]=[C:11]([O:19][CH2:29][CH2:28][C:27]2[C:22]([CH3:21])=[N:23][C:24]([C:31]3[CH:36]=[CH:35][C:34]([C:37]([F:40])([F:38])[F:39])=[CH:33][CH:32]=3)=[CH:25][CH:26]=2)[CH:10]=1)[CH3:6])[CH3:2]. (4) Given the reactants [OH:1][CH2:2][CH:3]1[CH2:8][CH2:7][N:6]([C:9]2[CH:16]=[CH:15][C:12]([C:13]#[N:14])=[CH:11][C:10]=2[C:17]([F:20])([F:19])[F:18])[CH2:5][CH2:4]1.C(N(CC)CC)C.O, predict the reaction product. The product is: [CH:2]([CH:3]1[CH2:8][CH2:7][N:6]([C:9]2[CH:16]=[CH:15][C:12]([C:13]#[N:14])=[CH:11][C:10]=2[C:17]([F:20])([F:18])[F:19])[CH2:5][CH2:4]1)=[O:1]. (5) Given the reactants I[C:2]1[CH:7]=[CH:6][C:5]([NH:8][CH2:9][C:10]2[CH:15]=[CH:14][C:13]([O:16][CH:17]3[CH2:22][CH2:21][CH2:20][CH2:19][O:18]3)=[CH:12][CH:11]=2)=[CH:4][CH:3]=1.[C:23]([N:27]1[CH2:32][CH2:31][O:30][CH2:29][CH2:28]1)(=[O:26])[CH:24]=[CH2:25].C(N(CC)CC)C.C1(P(C2C=CC=CC=2)C2C=CC=CC=2)C=CC=CC=1, predict the reaction product. The product is: [N:27]1([C:23](=[O:26])[CH:24]=[CH:25][C:2]2[CH:7]=[CH:6][C:5]([NH:8][CH2:9][C:10]3[CH:15]=[CH:14][C:13]([O:16][CH:17]4[CH2:22][CH2:21][CH2:20][CH2:19][O:18]4)=[CH:12][CH:11]=3)=[CH:4][CH:3]=2)[CH2:32][CH2:31][O:30][CH2:29][CH2:28]1. (6) Given the reactants [CH2:1]([C:5]1[C:6]([C:29]2[CH:34]=[CH:33][CH:32]=[CH:31][CH:30]=2)=[C:7]([O:17][C:18]2[CH:23]=[CH:22][C:21](/[CH:24]=[CH:25]/[C:26]([OH:28])=[O:27])=[CH:20][CH:19]=2)[C:8]2[C:13]([CH:14]=1)=[CH:12][C:11]([O:15]C)=[CH:10][CH:9]=2)[CH2:2][CH2:3][CH3:4].B(Br)(Br)Br, predict the reaction product. The product is: [CH2:1]([C:5]1[C:6]([C:29]2[CH:30]=[CH:31][CH:32]=[CH:33][CH:34]=2)=[C:7]([O:17][C:18]2[CH:23]=[CH:22][C:21](/[CH:24]=[CH:25]/[C:26]([OH:28])=[O:27])=[CH:20][CH:19]=2)[C:8]2[C:13]([CH:14]=1)=[CH:12][C:11]([OH:15])=[CH:10][CH:9]=2)[CH2:2][CH2:3][CH3:4].